Task: Predict the reactants needed to synthesize the given product.. Dataset: Full USPTO retrosynthesis dataset with 1.9M reactions from patents (1976-2016) (1) Given the product [Br:17][C:18]1[CH:19]=[CH:20][C:21]2[N:22]([CH2:32][CH:33]([OH:34])[CH2:35][O:3][CH2:4][CH2:5][N:6]3[C:10](=[O:11])[C:9]4[C:8](=[CH:15][CH:14]=[CH:13][CH:12]=4)[C:7]3=[O:16])[C:23]3[C:28]([C:29]=2[CH:30]=1)=[CH:27][C:26]([Br:31])=[CH:25][CH:24]=3, predict the reactants needed to synthesize it. The reactants are: [H-].[Na+].[OH:3][CH2:4][CH2:5][N:6]1[C:10](=[O:11])[C:9]2=[CH:12][CH:13]=[CH:14][CH:15]=[C:8]2[C:7]1=[O:16].[Br:17][C:18]1[CH:19]=[CH:20][C:21]2[N:22]([CH2:32][CH:33]3[CH2:35][O:34]3)[C:23]3[C:28]([C:29]=2[CH:30]=1)=[CH:27][C:26]([Br:31])=[CH:25][CH:24]=3. (2) Given the product [CH3:9][O:10][C:11](=[O:22])[CH:12]([C:13]1[CH:18]=[CH:17][CH:16]=[C:15]([N+:19]([O-:21])=[O:20])[CH:14]=1)[CH2:24][CH:25]1[CH2:29][CH2:28][CH2:27][CH2:26]1, predict the reactants needed to synthesize it. The reactants are: C([N-]C(C)C)(C)C.[Li+].[CH3:9][O:10][C:11](=[O:22])[CH2:12][C:13]1[CH:18]=[CH:17][CH:16]=[C:15]([N+:19]([O-:21])=[O:20])[CH:14]=1.I[CH2:24][CH:25]1[CH2:29][CH2:28][CH2:27][CH2:26]1. (3) Given the product [F:6][C:7]1[CH:8]=[C:9]([CH:22]=[CH:23][CH:24]=1)[O:10][C:11]1[CH:16]=[CH:15][C:14]([CH2:17][C:18]2[CH:26]=[C:25]([C:27]3[C:28]([NH2:33])=[N:29][CH:30]=[CH:31][CH:32]=3)[O:20][N:19]=2)=[CH:13][CH:12]=1, predict the reactants needed to synthesize it. The reactants are: O1CCCC1.[F:6][C:7]1[CH:8]=[C:9]([CH:22]=[CH:23][CH:24]=1)[O:10][C:11]1[CH:16]=[CH:15][C:14]([CH2:17][C:18](Cl)=[N:19][OH:20])=[CH:13][CH:12]=1.[C:25]([C:27]1[C:28]([NH2:33])=[N:29][CH:30]=[CH:31][CH:32]=1)#[CH:26].C(N(CC)CC)C. (4) Given the product [CH3:9][Si:10]([C:13]#[C:14][C:5]1[CH:6]=[CH:7][C:2]([NH2:1])=[N:3][CH:4]=1)([CH3:12])[CH3:11], predict the reactants needed to synthesize it. The reactants are: [NH2:1][C:2]1[CH:7]=[CH:6][C:5](Br)=[CH:4][N:3]=1.[CH3:9][Si:10]([C:13]#[CH:14])([CH3:12])[CH3:11].C(N(CC)CC)C. (5) Given the product [NH:28]1[C:29]2[C:34](=[CH:33][CH:32]=[CH:31][CH:30]=2)[C:26]([N:20]2[CH2:21][CH2:22][N:23]([CH2:2][C:3]([C:5]3[CH:6]=[C:7]4[C:11](=[CH:12][CH:13]=3)[C:10]([CH3:15])([CH3:14])[C:9](=[O:16])[C:8]4([CH3:18])[CH3:17])=[O:4])[CH2:24][CH2:25]2)=[N:27]1, predict the reactants needed to synthesize it. The reactants are: Cl[CH2:2][C:3]([C:5]1[CH:6]=[C:7]2[C:11](=[CH:12][CH:13]=1)[C:10]([CH3:15])([CH3:14])[C:9](=[O:16])[C:8]2([CH3:18])[CH3:17])=[O:4].Cl.[N:20]1([C:26]2[C:34]3[C:29](=[CH:30][CH:31]=[CH:32][CH:33]=3)[NH:28][N:27]=2)[CH2:25][CH2:24][NH:23][CH2:22][CH2:21]1. (6) Given the product [F:1][C:2]1[CH:7]=[CH:6][C:5]([F:8])=[CH:4][C:3]=1[C@H:9]1[C@H:10]([NH:17][C:22](=[O:23])[O:24][C:25]([CH3:28])([CH3:27])[CH3:26])[CH2:11][CH2:12][C:13](=[O:16])[N:14]1[CH3:15], predict the reactants needed to synthesize it. The reactants are: [F:1][C:2]1[CH:7]=[CH:6][C:5]([F:8])=[CH:4][C:3]=1[C@@H:9]1[N:14]([CH3:15])[C:13](=[O:16])[CH2:12][CH2:11][C@H:10]1[N+:17]([O-])=O.[BH4-].[Na+].[C:22](O[C:22]([O:24][C:25]([CH3:28])([CH3:27])[CH3:26])=[O:23])([O:24][C:25]([CH3:28])([CH3:27])[CH3:26])=[O:23]. (7) Given the product [CH2:1]([N:3]1[C:11]2[C:6](=[C:7]([OH:13])[CH:8]=[C:9]([F:12])[CH:10]=2)[C:5]([CH2:14][C:15]([N:18]2[CH2:23][CH2:22][O:21][CH2:20][CH2:19]2)=[O:17])=[CH:4]1)[CH3:2], predict the reactants needed to synthesize it. The reactants are: [CH2:1]([N:3]1[C:11]2[C:6](=[C:7]([OH:13])[CH:8]=[C:9]([F:12])[CH:10]=2)[C:5]([CH2:14][C:15]([OH:17])=O)=[CH:4]1)[CH3:2].[NH:18]1[CH2:23][CH2:22][O:21][CH2:20][CH2:19]1.C(N(CC)CC)C.F[P-](F)(F)(F)(F)F.N1(O[P+](N(C)C)(N(C)C)N(C)C)C2C=CC=CC=2N=N1. (8) Given the product [Br:27][C:5]1[C:4]([C:1](=[O:3])[NH2:2])=[C:8]2[CH2:9][N:10]([C:13]([O:15][C:16]([CH3:17])([CH3:19])[CH3:18])=[O:14])[CH2:11][CH2:12][N:7]2[C:6]=1[Cl:20], predict the reactants needed to synthesize it. The reactants are: [C:1]([C:4]1[CH:5]=[C:6]([Cl:20])[N:7]2[CH2:12][CH2:11][N:10]([C:13]([O:15][C:16]([CH3:19])([CH3:18])[CH3:17])=[O:14])[CH2:9][C:8]=12)(=[O:3])[NH2:2].C(OCC)(=O)C.[Br:27]N1C(=O)CCC1=O.O.